Dataset: Catalyst prediction with 721,799 reactions and 888 catalyst types from USPTO. Task: Predict which catalyst facilitates the given reaction. (1) Reactant: [N+]([C:4]1[CH:11]=[CH:10][CH:9]=[C:6]([C:7]#[N:8])[C:5]=1[C:12]#[N:13])([O-])=O.[Na].[C:15]12([OH:25])[CH2:24][CH:19]3[CH2:20][CH:21]([CH2:23][CH:17]([CH2:18]3)[CH2:16]1)[CH2:22]2.[H-].[Na+]. The catalyst class is: 264. Product: [C:15]12([O:25][C:4]3[CH:11]=[CH:10][CH:9]=[C:6]([C:7]#[N:8])[C:5]=3[C:12]#[N:13])[CH2:22][CH:21]3[CH2:20][CH:19]([CH2:18][CH:17]([CH2:23]3)[CH2:16]1)[CH2:24]2. (2) Reactant: O[C@H]([C@H]1OCCN(C2C=CC(C)=CC=2)C1=O)[C:3]1[NH:8][C:7]2[CH:9]=[CH:10][C:11]([C:13](=[NH:17])OCC)=[CH:12][C:6]=2[S:5](=[O:19])(=[O:18])[N:4]=1.[NH3:34]. Product: [S:5]1(=[O:19])(=[O:18])[C:6]2[CH:12]=[C:11]([C:13](=[NH:17])[NH2:34])[CH:10]=[CH:9][C:7]=2[NH:8][CH:3]=[N:4]1. The catalyst class is: 5. (3) Reactant: [CH:1]1([C:4]([N:6]2[CH2:11][CH2:10][C:9]([CH2:13][N:14]3[C:19](=[O:20])[C:18]4[S:21][N:22]=[C:23]([C:24]5[CH:29]=[CH:28][CH:27]=[C:26]([O:30]C)[CH:25]=5)[C:17]=4[N:16]=[CH:15]3)([OH:12])[CH2:8][CH2:7]2)=[O:5])[CH2:3][CH2:2]1.B(Br)(Br)Br. Product: [CH:1]1([C:4]([N:6]2[CH2:7][CH2:8][C:9]([CH2:13][N:14]3[C:19](=[O:20])[C:18]4[S:21][N:22]=[C:23]([C:24]5[CH:29]=[CH:28][CH:27]=[C:26]([OH:30])[CH:25]=5)[C:17]=4[N:16]=[CH:15]3)([OH:12])[CH2:10][CH2:11]2)=[O:5])[CH2:3][CH2:2]1. The catalyst class is: 4. (4) Reactant: C([N:8]1[CH2:13][CH2:12][N:11]([CH2:14][CH2:15][C:16]2[CH:21]=[CH:20][N:19]=[CH:18][CH:17]=2)[CH2:10][CH2:9]1)(OC(C)(C)C)=O.C(OCC)(=O)C.[ClH:28]. Product: [ClH:28].[N:19]1[CH:20]=[CH:21][C:16]([CH2:15][CH2:14][N:11]2[CH2:12][CH2:13][NH:8][CH2:9][CH2:10]2)=[CH:17][CH:18]=1. The catalyst class is: 27. (5) Reactant: Br[C:2]1[S:3][CH:4]=[C:5]([C:7]([O:9][CH3:10])=[O:8])[N:6]=1.[NH:11]1[CH2:16][CH2:15][O:14][CH2:13][CH2:12]1. Product: [O:14]1[CH2:15][CH2:16][N:11]([C:2]2[S:3][CH:4]=[C:5]([C:7]([O:9][CH3:10])=[O:8])[N:6]=2)[CH2:12][CH2:13]1. The catalyst class is: 56. (6) Reactant: [CH3:1][N:2]([CH3:25])[CH2:3][CH2:4]/[CH:5]=[CH:6]\[C:7]1[S:15][C:14]2[C:9](=[N:10][CH:11]=[CH:12][C:13]=2[O:16][C:17]2[CH:23]=[CH:22][C:20]([NH2:21])=[CH:19][C:18]=2[F:24])[CH:8]=1.[CH3:26][N:27]([C:34]1[CH:39]=[CH:38][CH:37]=[CH:36][CH:35]=1)[C:28](=[O:33])[CH2:29][C:30](O)=[O:31].C(Cl)CCl. Product: [CH3:25][N:2]([CH3:1])[CH2:3][CH2:4]/[CH:5]=[CH:6]\[C:7]1[S:15][C:14]2[C:9](=[N:10][CH:11]=[CH:12][C:13]=2[O:16][C:17]2[CH:23]=[CH:22][C:20]([NH:21][C:30](=[O:31])[CH2:29][C:28]([N:27]([CH3:26])[C:34]3[CH:35]=[CH:36][CH:37]=[CH:38][CH:39]=3)=[O:33])=[CH:19][C:18]=2[F:24])[CH:8]=1. The catalyst class is: 31. (7) The catalyst class is: 72. Product: [ClH:13].[CH3:3][N:4]([CH3:12])[CH2:5]/[CH:6]=[CH:7]/[C:8]([OH:10])=[O:9]. Reactant: [OH-].[Na+].[CH3:3][N:4]([CH3:12])[CH2:5]/[CH:6]=[CH:7]/[C:8]([O:10]C)=[O:9].[ClH:13]. (8) Product: [CH:1]1([C:4]2[NH:8][C:7]3[CH:9]=[C:10]([C:26]4[C:27]([CH3:32])=[N:28][O:29][C:30]=4[CH3:31])[CH:11]=[C:12]([C:13]([OH:25])([CH:14]4[CH2:18][CH2:17][CH2:16][O:15]4)[C:19]4[CH:20]=[N+:21]([O-:41])[CH:22]=[CH:23][CH:24]=4)[C:6]=3[N:5]=2)[CH2:3][CH2:2]1. The catalyst class is: 100. Reactant: [CH:1]1([C:4]2[NH:8][C:7]3[CH:9]=[C:10]([C:26]4[C:27]([CH3:32])=[N:28][O:29][C:30]=4[CH3:31])[CH:11]=[C:12]([C:13]([OH:25])([C:19]4[CH:20]=[N:21][CH:22]=[CH:23][CH:24]=4)[CH:14]4[CH2:18][CH2:17][CH2:16][O:15]4)[C:6]=3[N:5]=2)[CH2:3][CH2:2]1.C1C=C(Cl)C=C(C(OO)=[O:41])C=1. (9) Reactant: [Si]([O:18][C:19]1[CH:58]=[CH:57][C:22]([O:23][CH2:24][C@@H:25]([OH:56])[CH2:26][NH:27][CH2:28][CH2:29][C:30]2[CH:55]=[CH:54][C:33]([NH:34][CH:35]3[CH2:40][CH2:39][N:38]([C:41]([NH:43][CH2:44][CH2:45][C:46]4[CH:51]=[CH:50][CH:49]=[C:48]([O:52][CH3:53])[CH:47]=4)=[O:42])[CH2:37][CH2:36]3)=[CH:32][CH:31]=2)=[CH:21][CH:20]=1)(C(C)(C)C)(C1C=CC=CC=1)C1C=CC=CC=1. Product: [CH3:53][O:52][C:48]1[CH:47]=[C:46]([CH2:45][CH2:44][NH:43][C:41]([N:38]2[CH2:39][CH2:40][CH:35]([NH:34][C:33]3[CH:54]=[CH:55][C:30]([CH2:29][CH2:28][NH:27][CH2:26][C@H:25]([OH:56])[CH2:24][O:23][C:22]4[CH:21]=[CH:20][C:19]([OH:18])=[CH:58][CH:57]=4)=[CH:31][CH:32]=3)[CH2:36][CH2:37]2)=[O:42])[CH:51]=[CH:50][CH:49]=1. The catalyst class is: 147.